The task is: Predict the reaction yield, written as a fraction of the theoretical maximum amount of product (1.0 means a 100% yield; for example, 0.34 means a 34% yield).. This data is from Reaction yield outcomes from USPTO patents with 853,638 reactions. (1) The reactants are [F:1][C:2]1[CH:3]=[C:4]([NH:10][C:11]([C:13]2[CH:14]=[C:15]([S:20](Cl)(=[O:22])=[O:21])[CH:16]=[CH:17][C:18]=2[F:19])=[O:12])[CH:5]=[C:6]([F:9])[C:7]=1[F:8].[F:24][C:25]([F:31])([F:30])[C:26]1([NH2:29])[CH2:28][CH2:27]1.Cl. The catalyst is N1C=CC=CC=1. The product is [F:1][C:2]1[CH:3]=[C:4]([NH:10][C:11](=[O:12])[C:13]2[CH:14]=[C:15]([S:20](=[O:22])(=[O:21])[NH:29][C:26]3([C:25]([F:31])([F:30])[F:24])[CH2:28][CH2:27]3)[CH:16]=[CH:17][C:18]=2[F:19])[CH:5]=[C:6]([F:9])[C:7]=1[F:8]. The yield is 0.800. (2) The reactants are CCN=C=NCCCN(C)C.Cl.[N:13]1[CH:18]=[CH:17][N:16]=[CH:15][C:14]=1[C:19]([OH:21])=O.[NH2:22][C:23]([CH3:27])([CH3:26])[CH2:24][OH:25].C1C=CC2N(O)N=NC=2C=1. The catalyst is C(Cl)Cl.C(OCC)(=O)C. The product is [OH:25][CH2:24][C:23]([NH:22][C:19]([C:14]1[CH:15]=[N:16][CH:17]=[CH:18][N:13]=1)=[O:21])([CH3:27])[CH3:26]. The yield is 0.180. (3) The reactants are [NH2:1][C:2]1[CH:7]=[CH:6][C:5]([NH:8][C:9]([NH:11][C:12](=[O:23])[C:13]2[CH:18]=[CH:17][C:16]([C:19]([CH3:22])([CH3:21])[CH3:20])=[CH:15][CH:14]=2)=[S:10])=[C:4]([Cl:24])[CH:3]=1.C=O.[C:27](O[BH-](OC(=O)C)OC(=O)C)(=O)C.[Na+].C(O)(=O)C. The catalyst is O1CCCC1.ClCCl. The product is [C:19]([C:16]1[CH:17]=[CH:18][C:13]([C:12]([NH:11][C:9](=[S:10])[NH:8][C:5]2[CH:6]=[CH:7][C:2]([NH:1][CH3:27])=[CH:3][C:4]=2[Cl:24])=[O:23])=[CH:14][CH:15]=1)([CH3:20])([CH3:21])[CH3:22]. The yield is 0.320. (4) The reactants are [CH2:1]([N:8]1[CH2:13][CH2:12][C:11]([NH:16][C:17]2[CH:22]=[CH:21][C:20]([Cl:23])=[CH:19][CH:18]=2)([C:14]#[N:15])[CH2:10][CH2:9]1)[C:2]1[CH:7]=[CH:6][CH:5]=[CH:4][CH:3]=1.[OH-:24].[NH4+]. The catalyst is S(=O)(=O)(O)O. The product is [CH2:1]([N:8]1[CH2:9][CH2:10][C:11]([NH:16][C:17]2[CH:18]=[CH:19][C:20]([Cl:23])=[CH:21][CH:22]=2)([C:14]([NH2:15])=[O:24])[CH2:12][CH2:13]1)[C:2]1[CH:3]=[CH:4][CH:5]=[CH:6][CH:7]=1. The yield is 0.710. (5) The yield is 0.680. The reactants are S(Cl)(Cl)=O.C(O)(=O)CCCCCCCCCCC.C(Cl)(=O)CCCCCCCCCCC.[C:33]([N:46]=[C:47]=[S:48])(=[O:45])[CH2:34][CH2:35][CH2:36][CH2:37][CH2:38][CH2:39][CH2:40][CH2:41][CH2:42][CH2:43][CH3:44].[CH3:49][O:50][C:51]1[CH:52]=[C:53]2[C:58](=[CH:59][C:60]=1[O:61][CH3:62])[N:57]=[CH:56][CH:55]=[C:54]2[O:63][C:64]1[CH:70]=[CH:69][C:67]([NH2:68])=[C:66]([F:71])[CH:65]=1. The product is [CH3:49][O:50][C:51]1[CH:52]=[C:53]2[C:58](=[CH:59][C:60]=1[O:61][CH3:62])[N:57]=[CH:56][CH:55]=[C:54]2[O:63][C:64]1[CH:70]=[CH:69][C:67]([NH:68][C:47]([NH:46][C:33](=[O:45])[CH2:34][CH2:35][CH2:36][CH2:37][CH2:38][CH2:39][CH2:40][CH2:41][CH2:42][CH2:43][CH3:44])=[S:48])=[C:66]([F:71])[CH:65]=1. The catalyst is C(O)C.C1(C)C=CC=CC=1. (6) The reactants are [N:1]1[CH:2]=[CH:3][N:4]2[CH:9]=[CH:8][CH:7]=[C:6]([CH:10]=[C:11]3[C:19]4[C:14](=[CH:15][CH:16]=[CH:17][CH:18]=4)[C:13](=[O:20])[O:12]3)[C:5]=12. The catalyst is CCOC(C)=O.[Pd]. The product is [N:1]1[CH:2]=[CH:3][N:4]2[CH:9]=[CH:8][CH:7]=[C:6]([CH2:10][CH:11]3[C:19]4[C:14](=[CH:15][CH:16]=[CH:17][CH:18]=4)[C:13](=[O:20])[O:12]3)[C:5]=12. The yield is 0.780.